From a dataset of Reaction yield outcomes from USPTO patents with 853,638 reactions. Predict the reaction yield, written as a fraction of the theoretical maximum amount of product (1.0 means a 100% yield; for example, 0.34 means a 34% yield). The reactants are ClC1C=CC2SC=C(CN3CCN(C4SC(C(O)=O)=C(C)N=4)C3=O)C=2C=1.[F:27][C:28]1[CH:49]=[CH:48][C:31]([CH2:32][N:33]2[CH2:37][CH2:36][N:35]([C:38]3[S:39][C:40]([C:44]([OH:46])=O)=[C:41]([CH3:43])[N:42]=3)[C:34]2=[O:47])=[CH:30][CH:29]=1.[N:50]1[CH:55]=[CH:54][N:53]=[CH:52][C:51]=1[CH2:56][NH2:57]. No catalyst specified. The product is [F:27][C:28]1[CH:29]=[CH:30][C:31]([CH2:32][N:33]2[CH2:37][CH2:36][N:35]([C:38]3[S:39][C:40]([C:44]([NH:57][CH2:56][C:51]4[CH:52]=[N:53][CH:54]=[CH:55][N:50]=4)=[O:46])=[C:41]([CH3:43])[N:42]=3)[C:34]2=[O:47])=[CH:48][CH:49]=1. The yield is 0.420.